This data is from Reaction yield outcomes from USPTO patents with 853,638 reactions. The task is: Predict the reaction yield, written as a fraction of the theoretical maximum amount of product (1.0 means a 100% yield; for example, 0.34 means a 34% yield). (1) The reactants are C[O:2][C:3]([C@H:5]1[C@@H:10]([O:11][CH2:12][O:13][CH3:14])[CH2:9][CH2:8][N:7]([C:15]([O:17][C:18]([CH3:21])([CH3:20])[CH3:19])=[O:16])[CH2:6]1)=O.[H-].[H-].[H-].[H-].[Li+].[Al+3]. The catalyst is CCOCC. The product is [C:18]([O:17][C:15]([N:7]1[CH2:8][CH2:9][C@H:10]([O:11][CH2:12][O:13][CH3:14])[C@H:5]([CH2:3][OH:2])[CH2:6]1)=[O:16])([CH3:21])([CH3:20])[CH3:19]. The yield is 0.930. (2) The reactants are [CH2:1]([O:3][C:4](=[O:37])[CH2:5][CH2:6][CH2:7][O:8][C:9]1[CH:14]=[CH:13][CH:12]=[C:11]([CH2:15][CH2:16][CH2:17][CH2:18][CH2:19][CH2:20][O:21][C:22]2[CH:27]=[C:26]([OH:28])[CH:25]=[C:24]([Br:29])[CH:23]=2)[C:10]=1[CH2:30][CH2:31][C:32]([O:34][CH2:35][CH3:36])=[O:33])[CH3:2].[CH2:38](Br)[C:39]1[CH:44]=[CH:43][CH:42]=[CH:41][CH:40]=1.C(=O)([O-])[O-].[K+].[K+]. No catalyst specified. The product is [CH2:1]([O:3][C:4](=[O:37])[CH2:5][CH2:6][CH2:7][O:8][C:9]1[CH:14]=[CH:13][CH:12]=[C:11]([CH2:15][CH2:16][CH2:17][CH2:18][CH2:19][CH2:20][O:21][C:22]2[CH:23]=[C:24]([Br:29])[CH:25]=[C:26]([O:28][CH2:38][C:39]3[CH:44]=[CH:43][CH:42]=[CH:41][CH:40]=3)[CH:27]=2)[C:10]=1[CH2:30][CH2:31][C:32]([O:34][CH2:35][CH3:36])=[O:33])[CH3:2]. The yield is 0.980. (3) The reactants are [F:1][C:2]1[CH:7]=[C:6]([F:8])[CH:5]=[C:4]([F:9])[C:3]=1[CH2:10][C:11]([OH:13])=O.C(Cl)(=O)C(Cl)=O.[NH2:20][C:21](=[N:27]O)[C:22]([O:24][CH2:25][CH3:26])=[O:23].C(N(CC)C(C)C)(C)C. The catalyst is ClCCl.N1C=CC=CC=1.CN(C=O)C. The product is [F:9][C:4]1[CH:5]=[C:6]([F:8])[CH:7]=[C:2]([F:1])[C:3]=1[CH2:10][C:11]1[O:13][N:27]=[C:21]([C:22]([O:24][CH2:25][CH3:26])=[O:23])[N:20]=1. The yield is 0.190. (4) The reactants are [C:1]([O:5][C:6]([N:8]1[CH2:17][CH2:16][C:15]2[C:10](=[CH:11][CH:12]=[C:13]([CH:18]([NH2:20])[CH3:19])[CH:14]=2)[CH2:9]1)=[O:7])([CH3:4])([CH3:3])[CH3:2].Cl[C:22]([O:24][CH3:25])=[O:23]. No catalyst specified. The product is [C:1]([O:5][C:6]([N:8]1[CH2:17][CH2:16][C:15]2[C:10](=[CH:11][CH:12]=[C:13]([CH:18]([NH:20][C:22]([O:24][CH3:25])=[O:23])[CH3:19])[CH:14]=2)[CH2:9]1)=[O:7])([CH3:4])([CH3:2])[CH3:3]. The yield is 0.700. (5) The reactants are [Cl-].[C:2]1([NH+:8]([C:10]2[CH:15]=[CH:14][CH:13]=[CH:12][CH:11]=2)N)[CH:7]=[CH:6][CH:5]=[CH:4][CH:3]=1.[CH2:16]1[C:24]2[C:19](=[CH:20][CH:21]=[CH:22][CH:23]=2)[CH2:18][C:17]1=O.C(O)C. The catalyst is O. The product is [C:2]1([N:8]2[C:10]3[C:15](=[CH:14][CH:13]=[CH:12][CH:11]=3)[C:18]3[C:19]4[C:24]([CH2:16][C:17]2=3)=[CH:23][CH:22]=[CH:21][CH:20]=4)[CH:7]=[CH:6][CH:5]=[CH:4][CH:3]=1. The yield is 0.450. (6) The reactants are [Br:1][C:2]1[CH:7]=[CH:6][C:5]([C:8]2[CH:16]=[CH:15][CH:14]=[C:13]3[C:9]=2[CH2:10][C:11](=[O:17])[NH:12]3)=[CH:4][CH:3]=1.[CH3:18][C@H:19]1[NH:24][C@@H:23]([CH3:25])[CH2:22][N:21]([C:26]([C:28]2[C:29]([CH3:36])=[C:30]([CH:34]=O)[NH:31][C:32]=2[CH3:33])=[O:27])[CH2:20]1. The catalyst is C(O)C.N1CCCCC1. The product is [Br:1][C:2]1[CH:3]=[CH:4][C:5]([C:8]2[CH:16]=[CH:15][CH:14]=[C:13]3[C:9]=2[C:10](=[CH:34][C:30]2[NH:31][C:32]([CH3:33])=[C:28]([C:26]([N:21]4[CH2:20][C@H:19]([CH3:18])[NH:24][C@H:23]([CH3:25])[CH2:22]4)=[O:27])[C:29]=2[CH3:36])[C:11](=[O:17])[NH:12]3)=[CH:6][CH:7]=1. The yield is 0.280. (7) The reactants are ClC(Cl)(Cl)CO[C:5](=[O:26])[NH:6][C:7]1[N:8]([C:16]2[CH:21]=[CH:20][N:19]=[C:18]([O:22][CH2:23][CH2:24][OH:25])[CH:17]=2)[N:9]=[C:10]([C:12]([CH3:15])([CH3:14])[CH3:13])[CH:11]=1.[CH3:29][C@H:30]1[CH2:35][CH2:34][CH2:33][CH2:32][N:31]1[C:36]1[N:40]2[CH:41]=[C:42]([O:45][C@H:46]3[C:55]4[C:50](=[CH:51][CH:52]=[CH:53][CH:54]=4)[C@@H:49]([NH2:56])[CH2:48][CH2:47]3)[CH:43]=[CH:44][C:39]2=[N:38][N:37]=1.CCN(C(C)C)C(C)C. The catalyst is O1CCOCC1. The product is [C:12]([C:10]1[CH:11]=[C:7]([NH:6][C:5]([NH:56][C@@H:49]2[C:50]3[C:55](=[CH:54][CH:53]=[CH:52][CH:51]=3)[C@H:46]([O:45][C:42]3[CH:43]=[CH:44][C:39]4[N:40]([C:36]([N:31]5[CH2:32][CH2:33][CH2:34][CH2:35][C@@H:30]5[CH3:29])=[N:37][N:38]=4)[CH:41]=3)[CH2:47][CH2:48]2)=[O:26])[N:8]([C:16]2[CH:21]=[CH:20][N:19]=[C:18]([O:22][CH2:23][CH2:24][OH:25])[CH:17]=2)[N:9]=1)([CH3:13])([CH3:14])[CH3:15]. The yield is 0.830. (8) The reactants are C1([C:9]([O-:11])=O)C=C(C)C=C(C)C=1.[NH2:12][N+:13]1[CH:18]=[CH:17][N:16]=[CH:15][C:14]=1[NH2:19].[CH:20]([N:23]([CH:26](C)C)CC)(C)C.CCN=C=N[CH2:34][CH2:35][CH2:36][N:37]([CH3:39])C.[Cl:40]CCl. No catalyst specified. The product is [Cl:40][C:15]1[C:14]2[N:13]([N:12]=[C:20]([NH:23][C:26]3[CH:39]=[N:37][C:36]([O:11][CH3:9])=[CH:35][CH:34]=3)[N:19]=2)[CH:18]=[CH:17][N:16]=1. The yield is 0.803. (9) The reactants are C([O:3][C:4](=O)[C:5]1[CH:10]=[CH:9][C:8]([C:11]2[N:12]([CH3:28])[O:13][C:14]([C:20]3[CH:25]=[C:24]([Cl:26])[CH:23]=[C:22]([Cl:27])[CH:21]=3)([C:16]([F:19])([F:18])[F:17])[CH:15]=2)=[CH:7][C:6]=1[CH3:29])C.[BH4-].[Na+].CO.Cl. The catalyst is O1CCCC1.C(OCC)C. The product is [Cl:27][C:22]1[CH:21]=[C:20]([C:14]2([C:16]([F:18])([F:17])[F:19])[O:13][N:12]([CH3:28])[C:11]([C:8]3[CH:9]=[CH:10][C:5]([CH2:4][OH:3])=[C:6]([CH3:29])[CH:7]=3)=[CH:15]2)[CH:25]=[C:24]([Cl:26])[CH:23]=1. The yield is 0.980.